From a dataset of Catalyst prediction with 721,799 reactions and 888 catalyst types from USPTO. Predict which catalyst facilitates the given reaction. Reactant: [NH2:1][C:2]1[CH:14]=[C:13]2[C:5]([C:6]3[CH:7]=[C:8]([Br:18])[CH:9]=[C:10]([C:15]([NH2:17])=[O:16])[C:11]=3[NH:12]2)=[CH:4][CH:3]=1.Cl[CH2:20][CH2:21][O:22][CH2:23][CH2:24]Cl.C(=O)([O-])[O-].[Na+].[Na+]. Product: [Br:18][C:8]1[CH:9]=[C:10]([C:15]([NH2:17])=[O:16])[C:11]2[NH:12][C:13]3[C:5]([C:6]=2[CH:7]=1)=[CH:4][CH:3]=[C:2]([N:1]1[CH2:24][CH2:23][O:22][CH2:21][CH2:20]1)[CH:14]=3. The catalyst class is: 3.